Task: Predict the reactants needed to synthesize the given product.. Dataset: Full USPTO retrosynthesis dataset with 1.9M reactions from patents (1976-2016) (1) The reactants are: [CH2:1]([O:3][C:4](=[O:18])[CH2:5][C:6]1[N:7]=[C:8]([S:16][CH3:17])[S:9][C:10]=1[C:11]([O:13]CC)=O)[CH3:2].[F:19][C:20]1[CH:29]=[C:28]([I:30])[CH:27]=[CH:26][C:21]=1[N:22]=[C:23]=[N:24][CH3:25]. Given the product [F:19][C:20]1[CH:29]=[C:28]([I:30])[CH:27]=[CH:26][C:21]=1[NH:22][C:23]1[N:24]([CH3:25])[C:11](=[O:13])[C:10]2[S:9][C:8]([S:16][CH3:17])=[N:7][C:6]=2[C:5]=1[C:4]([O:3][CH2:1][CH3:2])=[O:18], predict the reactants needed to synthesize it. (2) Given the product [CH3:19][C:16]1[CH:17]=[CH:18][C:13]2[O:12][CH:11]([C:20]3[CH:25]=[CH:24][CH:23]=[CH:22][CH:21]=3)[CH2:10][N:9]([C:7](=[O:8])/[CH:6]=[CH:5]/[C:4]([OH:26])=[O:3])[C:14]=2[CH:15]=1, predict the reactants needed to synthesize it. The reactants are: C([O:3][C:4](=[O:26])/[CH:5]=[CH:6]/[C:7]([N:9]1[C:14]2[CH:15]=[C:16]([CH3:19])[CH:17]=[CH:18][C:13]=2[O:12][CH:11]([C:20]2[CH:25]=[CH:24][CH:23]=[CH:22][CH:21]=2)[CH2:10]1)=[O:8])C.[OH-].[Na+]. (3) Given the product [NH2:1][C:2]1[C:7]([NH2:8])=[CH:6][CH:5]=[C:4]([O:11][CH3:12])[N:3]=1, predict the reactants needed to synthesize it. The reactants are: [NH2:1][C:2]1[C:7]([N+:8]([O-])=O)=[CH:6][CH:5]=[C:4]([O:11][CH3:12])[N:3]=1.